This data is from Forward reaction prediction with 1.9M reactions from USPTO patents (1976-2016). The task is: Predict the product of the given reaction. (1) Given the reactants [Br:1][C:2]1[CH:3]=[N:4][C:5](Cl)=[N:6][CH:7]=1.[NH2:9][C:10]1[CH:19]=[CH:18][C:13]([C:14]([O:16][CH3:17])=[O:15])=[CH:12][CH:11]=1.C(O[K])(C)(C)C, predict the reaction product. The product is: [CH3:17][O:16][C:14](=[O:15])[C:13]1[CH:18]=[CH:19][C:10]([NH:9][C:5]2[N:4]=[CH:3][C:2]([Br:1])=[CH:7][N:6]=2)=[CH:11][CH:12]=1. (2) The product is: [C:15]([O:19][C:20](=[O:41])[CH2:21][C@@:22]1([C:34]([O:36][C:37]([CH3:40])([CH3:39])[CH3:38])=[O:35])[O:26][N:25]=[C:24]([C:27]2[CH:32]=[CH:31][CH:30]=[C:29]([O:33][C:10](=[O:11])[C:9]3[CH:8]=[CH:7][C:6]([NH:2][C:3]([NH2:5])=[NH:4])=[CH:14][CH:13]=3)[CH:28]=2)[CH2:23]1)([CH3:17])([CH3:18])[CH3:16]. Given the reactants Cl.[NH:2]([C:6]1[CH:14]=[CH:13][C:9]([C:10](Cl)=[O:11])=[CH:8][CH:7]=1)[C:3]([NH2:5])=[NH:4].[C:15]([O:19][C:20](=[O:41])[CH2:21][C@@:22]1([C:34]([O:36][C:37]([CH3:40])([CH3:39])[CH3:38])=[O:35])[O:26][N:25]=[C:24]([C:27]2[CH:32]=[CH:31][CH:30]=[C:29]([OH:33])[CH:28]=2)[CH2:23]1)([CH3:18])([CH3:17])[CH3:16].N1C=CC=CC=1.CC(N(C)C)=O, predict the reaction product. (3) Given the reactants [O:1]([CH2:8][CH2:9][S:10][CH2:11][C:12]([NH:14][NH:15][C:16]([C:18]1[CH:27]=[CH:26][C:25]2[C:20](=[CH:21][CH:22]=[C:23]([C:28]([CH3:36])([CH3:35])[O:29][SiH2:30][C:31]([CH3:34])([CH3:33])[CH3:32])[CH:24]=2)[CH:19]=1)=[O:17])=O)[C:2]1[CH:7]=[CH:6][CH:5]=[CH:4][CH:3]=1.CN(C)CC1OC2C=C(C3OC(CSCCOC4C=CC=CC=4)=NN=3)C=CC=2C=1, predict the reaction product. The product is: [C:31]([SiH2:30][O:29][C:28]([CH3:35])([CH3:36])[C:23]1[CH:24]=[C:25]2[C:20](=[CH:21][CH:22]=1)[CH:19]=[C:18]([C:16]1[O:17][C:12]([CH2:11][S:10][CH2:9][CH2:8][O:1][C:2]3[CH:7]=[CH:6][CH:5]=[CH:4][CH:3]=3)=[N:14][N:15]=1)[CH:27]=[CH:26]2)([CH3:34])([CH3:33])[CH3:32].